This data is from Reaction yield outcomes from USPTO patents with 853,638 reactions. The task is: Predict the reaction yield, written as a fraction of the theoretical maximum amount of product (1.0 means a 100% yield; for example, 0.34 means a 34% yield). (1) The reactants are FC(F)(F)C(O[C:6]1[CH2:7][CH2:8][N:9]([C:12]([O:14][C:15]([CH3:18])([CH3:17])[CH3:16])=[O:13])[CH2:10][CH:11]=1)=O.[CH3:21][Sn:22]([CH3:28])([CH3:27])[Sn:22]([CH3:28])([CH3:27])[CH3:21].[Cl-].[Li+]. The catalyst is O1CCOCC1. The product is [CH3:21][Sn:22]([CH3:28])([CH3:27])[C:6]1[CH2:7][CH2:8][N:9]([C:12]([O:14][C:15]([CH3:18])([CH3:17])[CH3:16])=[O:13])[CH2:10][CH:11]=1. The yield is 0.830. (2) The reactants are [CH3:1][O:2][C:3]1[CH:22]=[C:21]([O:23][CH3:24])[CH:20]=[CH:19][C:4]=1[CH2:5][NH:6][S:7]([C:10]1[CH:15]=[C:14]([F:16])[C:13]([F:17])=[CH:12][C:11]=1[F:18])(=[O:9])=[O:8].I[CH2:26][CH:27]([CH3:29])[CH3:28].C(=O)([O-])[O-].[K+].[K+]. The catalyst is [I-].C([N+](CCCC)(CCCC)CCCC)CCC.C(#N)C.C(OCC)(=O)C. The product is [CH3:1][O:2][C:3]1[CH:22]=[C:21]([O:23][CH3:24])[CH:20]=[CH:19][C:4]=1[CH2:5][N:6]([CH2:26][CH:27]([CH3:29])[CH3:28])[S:7]([C:10]1[CH:15]=[C:14]([F:16])[C:13]([F:17])=[CH:12][C:11]=1[F:18])(=[O:9])=[O:8]. The yield is 0.950. (3) The reactants are [C:1]([O:5][C:6]([N:8]1[CH2:13][CH2:12][N:11]([C:14]2[CH:15]=[N:16][C:17]([NH:20][C:21]3[N:26]=[C:25]([NH:27][CH:28]4[CH2:32][CH2:31][CH2:30][CH2:29]4)[C:24]([NH2:33])=[CH:23][N:22]=3)=[CH:18][CH:19]=2)[CH2:10][CH2:9]1)=[O:7])([CH3:4])([CH3:3])[CH3:2].C[O:35][C:36](=O)[C:37](=O)[CH3:38]. The catalyst is CCO.C(O)(=O)C. The product is [C:1]([O:5][C:6]([N:8]1[CH2:13][CH2:12][N:11]([C:14]2[CH:15]=[N:16][C:17]([NH:20][C:21]3[N:22]=[CH:23][C:24]4[N:33]=[C:37]([CH3:38])[C:36](=[O:35])[N:27]([CH:28]5[CH2:32][CH2:31][CH2:30][CH2:29]5)[C:25]=4[N:26]=3)=[CH:18][CH:19]=2)[CH2:10][CH2:9]1)=[O:7])([CH3:4])([CH3:2])[CH3:3]. The yield is 0.567. (4) The reactants are [CH3:1][Si:2]([CH3:40])([CH3:39])[CH2:3][CH2:4][O:5][CH2:6][N:7]([CH2:31][O:32][CH2:33][CH2:34][Si:35]([CH3:38])([CH3:37])[CH3:36])[C:8]1[N:13]2[N:14]=[CH:15][C:16](I)=[C:12]2[N:11]=[C:10]([CH:18]2[CH2:23][CH2:22][N:21]([C:24]([O:26][C:27]([CH3:30])([CH3:29])[CH3:28])=[O:25])[CH2:20][CH2:19]2)[CH:9]=1.[C:41]1([C:47]2[CH:52]=[CH:51][C:50](B3OC(C)(C)C(C)(C)O3)=[CH:49][N:48]=2)[CH:46]=[CH:45][CH:44]=[CH:43][CH:42]=1.ClCCl.C([O-])([O-])=O.[K+].[K+]. The catalyst is O.COCCOC. The product is [CH3:1][Si:2]([CH3:40])([CH3:39])[CH2:3][CH2:4][O:5][CH2:6][N:7]([CH2:31][O:32][CH2:33][CH2:34][Si:35]([CH3:38])([CH3:37])[CH3:36])[C:8]1[N:13]2[N:14]=[CH:15][C:16]([C:50]3[CH:49]=[N:48][C:47]([C:41]4[CH:46]=[CH:45][CH:44]=[CH:43][CH:42]=4)=[CH:52][CH:51]=3)=[C:12]2[N:11]=[C:10]([CH:18]2[CH2:23][CH2:22][N:21]([C:24]([O:26][C:27]([CH3:30])([CH3:29])[CH3:28])=[O:25])[CH2:20][CH2:19]2)[CH:9]=1. The yield is 0.570. (5) The catalyst is [Ni].CO. The reactants are [N+:1]([C:4]1[CH:8]=[CH:7][N:6]([S:9]([C:12]2[CH:17]=[CH:16][CH:15]=[CH:14][CH:13]=2)(=[O:11])=[O:10])[CH:5]=1)([O-])=O. The product is [C:12]1([S:9]([N:6]2[CH:7]=[CH:8][C:4]([NH2:1])=[CH:5]2)(=[O:10])=[O:11])[CH:17]=[CH:16][CH:15]=[CH:14][CH:13]=1. The yield is 0.950. (6) The reactants are BrC1C(N2CCN(C(NC3C=CC=CC=3)=O)CC2)=C2N=C(C3C=CC(N(C)C)=CC=3)NC2=NC=1.[Br:35][C:36]1[C:37]([N:46]2[CH2:51][CH2:50][N:49]([CH2:52][C:53]3[CH:54]=[N:55][CH:56]=[CH:57][CH:58]=3)[CH2:48][CH2:47]2)=[C:38]([N+:43]([O-])=O)[C:39]([NH2:42])=[N:40][CH:41]=1.[O-]S(S([O-])=O)=O.[Na+].[Na+].[N:67]1([C:72]2[CH:79]=[CH:78][C:75]([CH:76]=O)=[CH:74][CH:73]=2)[CH:71]=[CH:70][CH:69]=[N:68]1. The catalyst is C(O)C.CN(C=O)C. The product is [N:67]1([C:72]2[CH:79]=[CH:78][C:75]([C:76]3[NH:42][C:39]4=[N:40][CH:41]=[C:36]([Br:35])[C:37]([N:46]5[CH2:51][CH2:50][N:49]([CH2:52][C:53]6[CH:54]=[N:55][CH:56]=[CH:57][CH:58]=6)[CH2:48][CH2:47]5)=[C:38]4[N:43]=3)=[CH:74][CH:73]=2)[CH:71]=[CH:70][CH:69]=[N:68]1. The yield is 0.380.